Dataset: Catalyst prediction with 721,799 reactions and 888 catalyst types from USPTO. Task: Predict which catalyst facilitates the given reaction. Reactant: [Br:1][C:2]1[CH:11]=[C:10]2[C:5]([C:6](=[O:16])[N:7]3[CH2:15][CH2:14][NH:13][CH2:12][C:8]3=[N:9]2)=[CH:4][CH:3]=1.Br[CH:18]([CH2:20][CH3:21])[CH3:19]. Product: [Br:1][C:2]1[CH:11]=[C:10]2[C:5]([C:6](=[O:16])[N:7]3[CH2:15][CH2:14][N:13]([CH:18]([CH2:20][CH3:21])[CH3:19])[CH2:12][C:8]3=[N:9]2)=[CH:4][CH:3]=1. The catalyst class is: 3.